Dataset: Full USPTO retrosynthesis dataset with 1.9M reactions from patents (1976-2016). Task: Predict the reactants needed to synthesize the given product. (1) Given the product [CH3:41][C@@H:42]1[CH2:36][CH2:35][CH2:34][N:37]1[CH2:2][CH2:3][CH2:4][O:5][C:6]1[CH:11]=[CH:10][C:9]([N:12]2[CH2:17][CH2:16][N:15]([C:18]([O:20][C:21]([CH3:24])([CH3:23])[CH3:22])=[O:19])[CH2:14][C:13]2=[O:25])=[CH:8][CH:7]=1, predict the reactants needed to synthesize it. The reactants are: Cl[CH2:2][CH2:3][CH2:4][O:5][C:6]1[CH:11]=[CH:10][C:9]([N:12]2[CH2:17][CH2:16][N:15]([C:18]([O:20][C:21]([CH3:24])([CH3:23])[CH3:22])=[O:19])[CH2:14][C:13]2=[O:25])=[CH:8][CH:7]=1.BrCCCOC1[CH:36]=[CH:35][C:34]([N:37]2[CH2:42][CH2:41]N(C(OC(C)(C)C)=O)CC2=O)=CC=1.C(=O)([O-])[O-].[K+].[K+].[I-].[K+].Cl.C[C@@H]1CCCN1. (2) Given the product [Br:1][C:2]1[CH:7]=[C:6]([O:8][CH3:9])[C:5]([C:10]2[C:16](=[O:17])[CH:15]3[CH2:18][CH:12]([CH2:13][CH2:14]3)[C:11]=2[O:19][CH3:21])=[C:4]([F:20])[CH:3]=1, predict the reactants needed to synthesize it. The reactants are: [Br:1][C:2]1[CH:7]=[C:6]([O:8][CH3:9])[C:5]([CH:10]2[C:16](=[O:17])[CH:15]3[CH2:18][CH:12]([CH2:13][CH2:14]3)[C:11]2=[O:19])=[C:4]([F:20])[CH:3]=1.[C:21](=O)([O-])[O-].[K+].[K+].IC.O. (3) Given the product [CH3:1][O:2][C:3]([C:5]1[S:6][C:7]([C:11]2[CH:16]=[CH:15][CH:14]=[CH:13][CH:12]=2)=[CH:8][C:9]=1[NH:10][CH:17]([CH3:19])[CH3:18])=[O:4], predict the reactants needed to synthesize it. The reactants are: [CH3:1][O:2][C:3]([C:5]1[S:6][C:7]([C:11]2[CH:16]=[CH:15][CH:14]=[CH:13][CH:12]=2)=[CH:8][C:9]=1[NH2:10])=[O:4].[CH:17](I)([CH3:19])[CH3:18]. (4) Given the product [CH3:28][O:29][CH2:30][C:31]([NH:1][C:2]1[N:3]=[C:4]2[CH:9]=[CH:8][C:7]([O:10][C:11]3[CH:12]=[C:13]([NH:17][C:18]([C:20]4[CH:25]=[CH:24][CH:23]=[C:22]([CH3:26])[N:21]=4)=[O:19])[CH:14]=[CH:15][CH:16]=3)=[CH:6][N:5]2[CH:27]=1)=[O:32], predict the reactants needed to synthesize it. The reactants are: [NH2:1][C:2]1[N:3]=[C:4]2[CH:9]=[CH:8][C:7]([O:10][C:11]3[CH:12]=[C:13]([NH:17][C:18]([C:20]4[CH:25]=[CH:24][CH:23]=[C:22]([CH3:26])[N:21]=4)=[O:19])[CH:14]=[CH:15][CH:16]=3)=[CH:6][N:5]2[CH:27]=1.[CH3:28][O:29][CH2:30][C:31](Cl)=[O:32].CO.C(=O)([O-])[O-].[Na+].[Na+]. (5) Given the product [Cl:8][C:7]1[C:2]([C:27](=[O:26])[CH2:28][NH:16][C:14](=[O:15])[C:13]2[CH:17]=[CH:18][CH:19]=[CH:20][C:12]=2[C:11]([F:21])([F:22])[F:10])=[N:3][CH:4]=[C:5]([Cl:9])[CH:6]=1, predict the reactants needed to synthesize it. The reactants are: Br[C:2]1[C:7]([Cl:8])=[CH:6][C:5]([Cl:9])=[CH:4][N:3]=1.[F:10][C:11]([F:22])([F:21])[C:12]1[CH:20]=[CH:19][CH:18]=[CH:17][C:13]=1[C:14]([NH2:16])=[O:15].[Cl-].[NH4+].O.[O:26]1CC[CH2:28][CH2:27]1. (6) Given the product [CH3:25][C:24]([CH3:27])([CH3:26])[C@H:19]([NH:18][C:15]([C:5]1[CH:4]=[CH:3][C:2]([Br:1])=[C:7]([O:8][CH2:9][CH:10]2[CH2:14][CH2:13][CH2:12][O:11]2)[N:6]=1)=[O:17])[C:20](=[O:21])[NH:22][CH3:23], predict the reactants needed to synthesize it. The reactants are: [Br:1][C:2]1[CH:3]=[CH:4][C:5]([C:15]([OH:17])=O)=[N:6][C:7]=1[O:8][CH2:9][CH:10]1[CH2:14][CH2:13][CH2:12][O:11]1.[NH2:18][C@@H:19]([C:24]([CH3:27])([CH3:26])[CH3:25])[C:20]([NH:22][CH3:23])=[O:21]. (7) Given the product [Br:35][CH2:36][C:37]1[CH:45]=[CH:44][C:40]([C:41]([N:25]2[CH2:24][CH2:23][N:22]([CH2:4][CH2:5][CH2:6][CH2:7][CH2:8][CH2:9][CH2:10][CH2:11][CH2:12][CH2:13][CH2:14][CH2:15][CH2:16][CH2:17][CH2:18][CH2:19][CH2:20][CH3:21])[CH2:27][CH2:26]2)=[O:42])=[CH:39][CH:38]=1, predict the reactants needed to synthesize it. The reactants are: [Cl-].[Ca+2].[Cl-].[CH2:4]([N:22]1[CH2:27][CH2:26][NH:25][CH2:24][CH2:23]1)[CH2:5][CH2:6][CH2:7][CH2:8][CH2:9][CH2:10][CH2:11][CH2:12][CH2:13][CH2:14][CH2:15][CH2:16][CH2:17][CH2:18][CH2:19][CH2:20][CH3:21].C(N(CC)CC)C.[Br:35][CH2:36][C:37]1[CH:45]=[CH:44][C:40]([C:41](Cl)=[O:42])=[CH:39][CH:38]=1.